Dataset: Catalyst prediction with 721,799 reactions and 888 catalyst types from USPTO. Task: Predict which catalyst facilitates the given reaction. (1) The catalyst class is: 4. Reactant: Cl[CH2:2][C:3]1[CH:4]=[C:5]2[C:9](=[CH:10][CH:11]=1)[N:8]([C:12]1[CH:17]=[C:16]([I:18])[CH:15]=[CH:14][N:13]=1)[N:7]=[C:6]2[C:19]([NH2:21])=[O:20].[CH2:22]([N:24](CC)CC)C.CN. Product: [I:18][C:16]1[CH:15]=[CH:14][N:13]=[C:12]([N:8]2[C:9]3[C:5](=[CH:4][C:3]([CH2:2][NH:24][CH3:22])=[CH:11][CH:10]=3)[C:6]([C:19]([NH2:21])=[O:20])=[N:7]2)[CH:17]=1. (2) The catalyst class is: 1. Product: [Br:1][C:2]1[CH:3]=[CH:4][C:5]([NH:8][C:9](=[O:15])[CH2:10][CH2:11][C:12]([O:14][CH2:16][C:17]#[C:18][CH3:19])=[O:13])=[N:6][CH:7]=1. Reactant: [Br:1][C:2]1[CH:3]=[CH:4][C:5]([NH:8][C:9](=[O:15])[CH2:10][CH2:11][C:12]([OH:14])=[O:13])=[N:6][CH:7]=1.[CH2:16](O)[C:17]#[C:18][CH3:19]. (3) Reactant: [Br:1][C:2]1[N:3]=[C:4]([C@@H:12]2[CH2:20][CH2:19][C@@H:18]3[N:14]([C:15](=[O:21])[CH2:16][CH2:17]3)[CH2:13]2)[N:5]2[CH:10]=[CH:9][N:8]=[C:7](Cl)[C:6]=12.[NH3:22]. Product: [NH2:22][C:7]1[C:6]2[N:5]([C:4]([C@@H:12]3[CH2:20][CH2:19][C@@H:18]4[N:14]([C:15](=[O:21])[CH2:16][CH2:17]4)[CH2:13]3)=[N:3][C:2]=2[Br:1])[CH:10]=[CH:9][N:8]=1. The catalyst class is: 41. (4) Reactant: CO[CH2:3][N:4]([CH2:10][C:11]1[CH:16]=[CH:15][CH:14]=[CH:13][CH:12]=1)[CH2:5][Si](C)(C)C.[CH2:17]([O:19][C:20](=[O:31])/[CH:21]=[CH:22]/[C:23]1[CH:28]=[CH:27][C:26]([Cl:29])=[C:25]([Cl:30])[CH:24]=1)[CH3:18].FC(F)(F)C(O)=O. Product: [CH2:17]([O:19][C:20]([CH:21]1[CH:22]([C:23]2[CH:28]=[CH:27][C:26]([Cl:29])=[C:25]([Cl:30])[CH:24]=2)[CH2:3][N:4]([CH2:10][C:11]2[CH:12]=[CH:13][CH:14]=[CH:15][CH:16]=2)[CH2:5]1)=[O:31])[CH3:18]. The catalyst class is: 2. (5) Reactant: [C:1]([C@@:8]([CH2:14][C:15]1[CH:20]=[CH:19][CH:18]=[CH:17][CH:16]=1)([CH2:12][NH2:13])C(O)=O)([O:3]C(C)(C)C)=[O:2].[C:21]([OH:27])([C:23]([F:26])([F:25])[F:24])=[O:22]. Product: [NH2:13][CH2:12][C@H:8]([CH2:14][C:15]1[CH:20]=[CH:19][CH:18]=[CH:17][CH:16]=1)[C:1]([OH:3])=[O:2].[C:21]([OH:27])([C:23]([F:26])([F:25])[F:24])=[O:22]. The catalyst class is: 2. (6) Reactant: Cl.[CH3:2][O:3][C:4]1[CH:9]=[CH:8][C:7]([C@@H:10]2[O:15][CH2:14][CH2:13][NH:12][CH2:11]2)=[CH:6][CH:5]=1.Cl[C:17]1[N:22]([CH3:23])[C:21](=[O:24])[CH:20]=[C:19]([C:25]2[CH:30]=[CH:29][N:28]=[CH:27][CH:26]=2)[N:18]=1.C(N(CC)CC)C. Product: [CH3:2][O:3][C:4]1[CH:5]=[CH:6][C:7]([C@@H:10]2[O:15][CH2:14][CH2:13][N:12]([C:17]3[N:22]([CH3:23])[C:21](=[O:24])[CH:20]=[C:19]([C:25]4[CH:26]=[CH:27][N:28]=[CH:29][CH:30]=4)[N:18]=3)[CH2:11]2)=[CH:8][CH:9]=1. The catalyst class is: 7.